This data is from Catalyst prediction with 721,799 reactions and 888 catalyst types from USPTO. The task is: Predict which catalyst facilitates the given reaction. Reactant: N#N.[C:3]([Si:7]([CH3:19])([CH3:18])[O:8][CH:9]([C:11]1[O:12][C:13]([CH2:16]O)=[CH:14][N:15]=1)[CH3:10])([CH3:6])([CH3:5])[CH3:4].CCN(CC)CC.S([Cl:31])(C)(=O)=O. Product: [C:3]([Si:7]([CH3:19])([CH3:18])[O:8][CH:9]([C:11]1[O:12][C:13]([CH2:16][Cl:31])=[CH:14][N:15]=1)[CH3:10])([CH3:6])([CH3:5])[CH3:4]. The catalyst class is: 64.